Dataset: Peptide-MHC class I binding affinity with 185,985 pairs from IEDB/IMGT. Task: Regression. Given a peptide amino acid sequence and an MHC pseudo amino acid sequence, predict their binding affinity value. This is MHC class I binding data. (1) The peptide sequence is KPGPAKFSL. The MHC is HLA-A03:01 with pseudo-sequence HLA-A03:01. The binding affinity (normalized) is 0.0847. (2) The peptide sequence is LFWAVKPKI. The MHC is HLA-A23:01 with pseudo-sequence HLA-A23:01. The binding affinity (normalized) is 0.292. (3) The peptide sequence is HMLVVIRKY. The MHC is HLA-B15:02 with pseudo-sequence HLA-B15:02. The binding affinity (normalized) is 0.513. (4) The peptide sequence is DLSNSMRDF. The MHC is HLA-A26:01 with pseudo-sequence HLA-A26:01. The binding affinity (normalized) is 0.222.